This data is from Catalyst prediction with 721,799 reactions and 888 catalyst types from USPTO. The task is: Predict which catalyst facilitates the given reaction. (1) Reactant: [Cl:1][C:2]1[CH:3]=[N:4][NH:5][C:6](=[O:9])[C:7]=1[Cl:8].[Br:10]Br. Product: [Br:10][C:3]1[C:2]([Cl:1])=[C:7]([Cl:8])[C:6](=[O:9])[NH:5][N:4]=1. The catalyst class is: 6. (2) Reactant: [F:1][CH2:2][CH2:3][N:4]1[C:12]2[C:7](=[CH:8][CH:9]=[CH:10][CH:11]=2)[CH2:6][C:5]1=[O:13].[N+:14]([O-])([O-:16])=[O:15].[Na+]. Product: [F:1][CH2:2][CH2:3][N:4]1[C:12]2[C:7](=[CH:8][C:9]([N+:14]([O-:16])=[O:15])=[CH:10][CH:11]=2)[CH2:6][C:5]1=[O:13]. The catalyst class is: 55. (3) Product: [CH:1]1([C:4]2[N:5]=[C:6]3[C:12]([C:13]([NH:15][C@@H:16]([CH3:20])[C:17]([N:31]([CH3:32])[CH3:29])=[O:18])=[O:14])=[CH:11][N:10]([CH2:21][O:22][CH2:23][CH2:24][Si:25]([CH3:26])([CH3:27])[CH3:28])[C:7]3=[N:8][CH:9]=2)[CH2:2][CH2:3]1. Reactant: [CH:1]1([C:4]2[N:5]=[C:6]3[C:12]([C:13]([NH:15][C@@H:16]([CH3:20])[C:17](O)=[O:18])=[O:14])=[CH:11][N:10]([CH2:21][O:22][CH2:23][CH2:24][Si:25]([CH3:28])([CH3:27])[CH3:26])[C:7]3=[N:8][CH:9]=2)[CH2:3][CH2:2]1.[CH2:29]([N:31](CC)[CH2:32]C)C.Cl.CNC.C1CN([P+](ON2N=NC3C=CC=CC2=3)(N2CCCC2)N2CCCC2)CC1.F[P-](F)(F)(F)(F)F. The catalyst class is: 31. (4) Reactant: [CH2:1]([C:8]1[C:17]([CH3:18])=[C:16](Cl)[C:15]2[C:10](=[CH:11][C:12]([F:21])=[CH:13][C:14]=2[F:20])[N:9]=1)[C:2]1[CH:7]=[CH:6][CH:5]=[CH:4][CH:3]=1.[CH3:22][C:23]1([CH3:38])[C:27]2=[N:28][CH:29]=[C:30]([N:32]3[CH2:37][CH2:36][O:35][CH2:34][CH2:33]3)[CH:31]=[C:26]2[NH:25][CH2:24]1.C1(P(C2CCCCC2)C2C=CC=CC=2C2C(C(C)C)=CC(C(C)C)=CC=2C(C)C)CCCCC1.CC(C)([O-])C.[Na+]. Product: [CH2:1]([C:8]1[C:17]([CH3:18])=[C:16]([N:25]2[C:26]3[C:27](=[N:28][CH:29]=[C:30]([N:32]4[CH2:33][CH2:34][O:35][CH2:36][CH2:37]4)[CH:31]=3)[C:23]([CH3:38])([CH3:22])[CH2:24]2)[C:15]2[C:10](=[CH:11][C:12]([F:21])=[CH:13][C:14]=2[F:20])[N:9]=1)[C:2]1[CH:7]=[CH:6][CH:5]=[CH:4][CH:3]=1. The catalyst class is: 187. (5) Reactant: [CH:1]1([CH:7]([NH:23][C:24]2[CH:32]=[CH:31][C:27](C(O)=O)=[CH:26][CH:25]=2)[C:8]2[CH:12]=[C:11]([C:13]3[CH:18]=[CH:17][C:16]([F:19])=[CH:15][CH:14]=3)[O:10][C:9]=2[CH2:20][O:21][CH3:22])[CH2:6][CH2:5][CH2:4][CH2:3][CH2:2]1.[CH3:33][NH:34][CH2:35][CH2:36][C:37]([O:39]CC)=[O:38].Cl.C(N=C=NCCCN(C)C)C.O.[OH:55][C:56]1C2N=NNC=2C=CC=1. Product: [CH:1]1([CH:7]([NH:23][C:24]2[CH:25]=[CH:26][C:27]([C:56]([N:34]([CH3:33])[CH2:35][CH2:36][C:37]([OH:39])=[O:38])=[O:55])=[CH:31][CH:32]=2)[C:8]2[CH:12]=[C:11]([C:13]3[CH:14]=[CH:15][C:16]([F:19])=[CH:17][CH:18]=3)[O:10][C:9]=2[CH2:20][O:21][CH3:22])[CH2:2][CH2:3][CH2:4][CH2:5][CH2:6]1. The catalyst class is: 842.